From a dataset of Peptide-MHC class I binding affinity with 185,985 pairs from IEDB/IMGT. Regression. Given a peptide amino acid sequence and an MHC pseudo amino acid sequence, predict their binding affinity value. This is MHC class I binding data. (1) The peptide sequence is IRKPKHLYV. The MHC is HLA-A02:03 with pseudo-sequence HLA-A02:03. The binding affinity (normalized) is 0.0847. (2) The binding affinity (normalized) is 0.573. The peptide sequence is IANYNFTLV. The MHC is HLA-A68:02 with pseudo-sequence HLA-A68:02. (3) The peptide sequence is LVRGNSPVF. The MHC is HLA-B39:01 with pseudo-sequence HLA-B39:01. The binding affinity (normalized) is 0.0847. (4) The peptide sequence is VTEIDQLVC. The MHC is HLA-A01:01 with pseudo-sequence HLA-A01:01. The binding affinity (normalized) is 0.0351. (5) The peptide sequence is WMACHSAAF. The MHC is HLA-B48:01 with pseudo-sequence HLA-B48:01. The binding affinity (normalized) is 0.329. (6) The peptide sequence is RLRDLLLIVTR. The MHC is HLA-A01:01 with pseudo-sequence HLA-A01:01. The binding affinity (normalized) is 0.140. (7) The peptide sequence is FLEESHPGI. The binding affinity (normalized) is 0.0847. The MHC is HLA-B44:02 with pseudo-sequence HLA-B44:02.